From a dataset of Reaction yield outcomes from USPTO patents with 853,638 reactions. Predict the reaction yield, written as a fraction of the theoretical maximum amount of product (1.0 means a 100% yield; for example, 0.34 means a 34% yield). (1) The reactants are [NH:1]1[CH:5]=[CH:4][N:3]=[C:2]1[NH:6][C:7]([C:9]1[C:17]2[N:16]=[C:15]([NH:18][C:19]([C:21]3[CH:22]=[N:23][CH:24]=[C:25]([C:27]#[C:28][C:29]4[CH:34]=[CH:33][CH:32]=[CH:31][CH:30]=4)[CH:26]=3)=[O:20])[NH:14][C:13]=2[CH:12]=[CH:11][CH:10]=1)=[O:8]. The catalyst is CO.C(O)(=O)C.[Pd]. The product is [NH:3]1[CH:4]=[CH:5][N:1]=[C:2]1[NH:6][C:7]([C:9]1[C:17]2[N:16]=[C:15]([NH:18][C:19]([C:21]3[CH:22]=[N:23][CH:24]=[C:25]([CH2:27][CH2:28][C:29]4[CH:34]=[CH:33][CH:32]=[CH:31][CH:30]=4)[CH:26]=3)=[O:20])[NH:14][C:13]=2[CH:12]=[CH:11][CH:10]=1)=[O:8]. The yield is 0.880. (2) The reactants are COC1C=CC(P2(SP(C3C=CC(OC)=CC=3)(=S)S2)=[S:10])=CC=1.[Br:23][C:24]1[CH:33]=[C:32]2[C:27]([CH2:28][CH2:29][CH:30]([CH3:41])[C:31]32[C:37](=[O:38])[N:36]([CH3:39])[C:35](=O)[NH:34]3)=[CH:26][CH:25]=1.C1(C)C=CC=CC=1. No catalyst specified. The product is [Br:23][C:24]1[CH:33]=[C:32]2[C:27]([CH2:28][CH2:29][CH:30]([CH3:41])[C:31]32[C:37](=[O:38])[N:36]([CH3:39])[C:35](=[S:10])[NH:34]3)=[CH:26][CH:25]=1. The yield is 0.400. (3) The reactants are C[O:2][C:3]1[CH:4]=[C:5]([CH2:9][C:10]#[N:11])[CH:6]=[CH:7][CH:8]=1.B(Br)(Br)Br.O. The catalyst is C(Cl)Cl. The product is [OH:2][C:3]1[CH:4]=[C:5]([CH2:9][C:10]#[N:11])[CH:6]=[CH:7][CH:8]=1. The yield is 0.550. (4) The reactants are [F:1][C:2]([F:36])([F:35])[C:3]1[CH:4]=[C:5]([CH:28]=[C:29]([C:31]([F:34])([F:33])[F:32])[CH:30]=1)[CH2:6][N:7]1[CH2:14][CH2:13][CH2:12][O:11][C:10]2[N:15]=[C:16](Cl)[CH:17]=[C:18]([C:19]3[CH:24]=[CH:23][CH:22]=[CH:21][C:20]=3[CH3:25])[C:9]=2[C:8]1=[O:27].C([O:41][C:42]([NH:44][CH:45]1[CH2:50][CH2:49][NH:48][CH2:47][CH2:46]1)=O)(C)(C)C.O1CCOC[CH2:52]1.Cl. The catalyst is C(OCC)(=O)C. The product is [C:42]([NH:44][CH:45]1[CH2:50][CH2:49][N:48]([C:16]2[CH:17]=[C:18]([C:19]3[CH:24]=[CH:23][CH:22]=[CH:21][C:20]=3[CH3:25])[C:9]3[C:8](=[O:27])[N:7]([CH2:6][C:5]4[CH:4]=[C:3]([C:2]([F:36])([F:35])[F:1])[CH:30]=[C:29]([C:31]([F:34])([F:33])[F:32])[CH:28]=4)[CH2:14][CH2:13][CH2:12][O:11][C:10]=3[N:15]=2)[CH2:47][CH2:46]1)(=[O:41])[CH3:52]. The yield is 0.340. (5) The reactants are [O:1]=[C:2]1[N:6]([C:7]([O:9][C:10]([CH3:13])([CH3:12])[CH3:11])=[O:8])[C@@H:5]([C:14]([O:16][CH3:17])=[O:15])[CH2:4][CH2:3]1.[CH3:18][Mg+].[Br-]. The catalyst is C1COCC1. The product is [C:10]([O:9][C:7]([NH:6][C@H:5]([CH2:4][CH2:3][C:2](=[O:1])[CH3:18])[C:14]([O:16][CH3:17])=[O:15])=[O:8])([CH3:13])([CH3:12])[CH3:11]. The yield is 0.840. (6) The yield is 0.900. The reactants are C[O:2][C:3]([C:5]1[CH:14]=[CH:13][C:12]2[C:7](=[CH:8][CH:9]=[C:10]([O:15][CH:16]3[CH2:25][CH2:24][C:19]4([CH2:23][CH2:22][CH2:21][CH2:20]4)[CH2:18][CH2:17]3)[CH:11]=2)[CH:6]=1)=O.O1CCCC1. The product is [CH2:20]1[C:19]2([CH2:24][CH2:25][CH:16]([O:15][C:10]3[CH:11]=[C:12]4[C:7](=[CH:8][CH:9]=3)[CH:6]=[C:5]([CH2:3][OH:2])[CH:14]=[CH:13]4)[CH2:17][CH2:18]2)[CH2:23][CH2:22][CH2:21]1. The catalyst is [AlH4-].[Li+]. (7) The reactants are [NH:1]([C:8]1[N:17]=[CH:16][C:15]2[CH2:14][CH2:13][C:12]3[C:18]([C:22]([O:24]CC)=[O:23])=[N:19][N:20]([CH3:21])[C:11]=3[C:10]=2[N:9]=1)[C:2]1[CH:7]=[CH:6][CH:5]=[CH:4][CH:3]=1.O.[OH-].[Li+].Cl.O. The catalyst is O1CCCC1.CO.O. The product is [NH:1]([C:8]1[N:17]=[CH:16][C:15]2[CH2:14][CH2:13][C:12]3[C:18]([C:22]([OH:24])=[O:23])=[N:19][N:20]([CH3:21])[C:11]=3[C:10]=2[N:9]=1)[C:2]1[CH:3]=[CH:4][CH:5]=[CH:6][CH:7]=1. The yield is 0.870. (8) The reactants are [Cl:1][C:2]1[CH:8]=[CH:7][C:5]([NH2:6])=[CH:4][CH:3]=1.[CH:9]([CH:13]([C:19](OCC)=[O:20])[C:14](OCC)=[O:15])([CH2:11][CH3:12])[CH3:10]. No catalyst specified. The product is [CH:9]([C:13]1[C:14](=[O:15])[NH:6][C:5]2[C:7]([C:19]=1[OH:20])=[CH:8][C:2]([Cl:1])=[CH:3][CH:4]=2)([CH2:11][CH3:12])[CH3:10]. The yield is 0.350.